The task is: Predict the reaction yield, written as a fraction of the theoretical maximum amount of product (1.0 means a 100% yield; for example, 0.34 means a 34% yield).. This data is from Reaction yield outcomes from USPTO patents with 853,638 reactions. (1) The reactants are [CH3:1][C:2]1[S:6][C:5]([CH2:7][CH2:8][NH2:9])=[CH:4][CH:3]=1.[C:10](OC(=O)C)(=[O:12])[CH3:11]. No catalyst specified. The product is [CH3:1][C:2]1[S:6][C:5]([CH2:7][CH2:8][NH:9][C:10](=[O:12])[CH3:11])=[CH:4][CH:3]=1. The yield is 0.780. (2) The reactants are [NH:1]([C:5]1[CH:14]=[C:13]([C:15]([NH:17][N:18]=[C:19]([C:21]2[C:25]([OH:26])=[C:24]([C:27]3[CH:32]=[CH:31][C:30]([C:33]([CH3:36])([CH3:35])[CH3:34])=[CH:29][CH:28]=3)[S:23][CH:22]=2)[CH3:20])=[O:16])[CH:12]=[CH:11][C:6]=1[C:7]([O:9]C)=[O:8])[C:2]([CH3:4])=[O:3].[OH-].[Na+].Cl. The catalyst is C(O)(C)C. The product is [NH:1]([C:5]1[CH:14]=[C:13]([C:15]([NH:17][N:18]=[C:19]([C:21]2[C:25]([OH:26])=[C:24]([C:27]3[CH:28]=[CH:29][C:30]([C:33]([CH3:36])([CH3:35])[CH3:34])=[CH:31][CH:32]=3)[S:23][CH:22]=2)[CH3:20])=[O:16])[CH:12]=[CH:11][C:6]=1[C:7]([OH:9])=[O:8])[C:2]([CH3:4])=[O:3]. The yield is 0.350. (3) The reactants are C[O:2][C:3](=[O:36])[CH2:4][C:5]1[C:14]([CH3:15])=[C:13]([CH:16]2[CH2:21][CH2:20][N:19]([C:22](=[O:34])[NH:23][C:24]3[CH:29]=[CH:28][CH:27]=[C:26]([C:30]([F:33])([F:32])[F:31])[CH:25]=3)[CH2:18][CH2:17]2)[C:12]2[C:7](=[CH:8][CH:9]=[C:10]([F:35])[CH:11]=2)[CH:6]=1.O.[OH-].[Li+]. The catalyst is C1COCC1.O. The product is [F:35][C:10]1[CH:11]=[C:12]2[C:7](=[CH:8][CH:9]=1)[CH:6]=[C:5]([CH2:4][C:3]([OH:36])=[O:2])[C:14]([CH3:15])=[C:13]2[CH:16]1[CH2:21][CH2:20][N:19]([C:22](=[O:34])[NH:23][C:24]2[CH:29]=[CH:28][CH:27]=[C:26]([C:30]([F:31])([F:33])[F:32])[CH:25]=2)[CH2:18][CH2:17]1. The yield is 0.700. (4) The yield is 0.622. The product is [Cl:1][C:2]1[N:7]=[C:6]([C:8]2[S:12][C:11]([C:13]([CH3:16])([CH3:15])[CH3:14])=[N:10][C:9]=2[C:17]2[CH:18]=[CH:19][C:20]([F:24])=[C:21]([NH:22][S:39]([C:33]3[C:34]([F:38])=[CH:35][CH:36]=[CH:37][C:32]=3[F:31])(=[O:41])=[O:40])[CH:23]=2)[CH:5]=[CH:4][N:3]=1. The reactants are [Cl:1][C:2]1[N:7]=[C:6]([C:8]2[S:12][C:11]([C:13]([CH3:16])([CH3:15])[CH3:14])=[N:10][C:9]=2[C:17]2[CH:18]=[CH:19][C:20]([F:24])=[C:21]([CH:23]=2)[NH2:22])[CH:5]=[CH:4][N:3]=1.N1C=CC=CC=1.[F:31][C:32]1[CH:37]=[CH:36][CH:35]=[C:34]([F:38])[C:33]=1[S:39](Cl)(=[O:41])=[O:40]. The catalyst is C(Cl)Cl.